From a dataset of Full USPTO retrosynthesis dataset with 1.9M reactions from patents (1976-2016). Predict the reactants needed to synthesize the given product. (1) Given the product [CH2:1]([O:8][C:9]1[CH:17]=[C:16]2[C:12]([C:13]([O:25][CH:33]([F:38])[F:37])=[N:14][N:15]2[C:18]([O:20][C:21]([CH3:22])([CH3:24])[CH3:23])=[O:19])=[CH:11][CH:10]=1)[C:2]1[CH:7]=[CH:6][CH:5]=[CH:4][CH:3]=1, predict the reactants needed to synthesize it. The reactants are: [CH2:1]([O:8][C:9]1[CH:17]=[C:16]2[C:12]([C:13](=[O:25])[NH:14][N:15]2[C:18]([O:20][C:21]([CH3:24])([CH3:23])[CH3:22])=[O:19])=[CH:11][CH:10]=1)[C:2]1[CH:7]=[CH:6][CH:5]=[CH:4][CH:3]=1.C(=O)([O-])[O-].[K+].[K+].Cl[C:33]([F:38])([F:37])C(O)=O.[Na].O. (2) Given the product [C:2]1([C:1]([O:9][CH2:10][C@@H:11]2[C@@H:15]([CH2:16][O:17][CH2:18][C:19]3[CH:20]=[CH:21][CH:22]=[CH:23][CH:24]=3)[O:25][CH:13]([O:30][CH3:29])[CH2:12]2)=[O:8])[CH:3]=[CH:4][CH:5]=[CH:6][CH:7]=1, predict the reactants needed to synthesize it. The reactants are: [C:1]([O:9][CH2:10][C@H:11]([C@H:15]([OH:25])[CH2:16][O:17][CH2:18][C:19]1[CH:24]=[CH:23][CH:22]=[CH:21][CH:20]=1)[CH2:12][CH:13]=C)(=[O:8])[C:2]1[CH:7]=[CH:6][CH:5]=[CH:4][CH:3]=1.C[N+]1([O-])CC[O:30][CH2:29]C1.OS([O-])=O.[Na+]. (3) The reactants are: [NH2:1][C:2]1[CH:7]=[CH:6][CH:5]=[CH:4][C:3]=1[NH:8][C:9]([NH:11][C:12]1[CH:17]=[CH:16][CH:15]=[CH:14][CH:13]=1)=[O:10].C(N(CC)CC)C.[CH:25]1[C:34]2[C:29](=[CH:30][CH:31]=[CH:32][CH:33]=2)[CH:28]=[CH:27][C:26]=1[S:35](Cl)(=[O:37])=[O:36]. Given the product [C:12]1([NH:11][C:9](=[O:10])[NH:8][C:3]2[CH:4]=[CH:5][CH:6]=[CH:7][C:2]=2[NH:1][S:35]([C:26]2[CH:27]=[CH:28][C:29]3[C:34](=[CH:33][CH:32]=[CH:31][CH:30]=3)[CH:25]=2)(=[O:37])=[O:36])[CH:17]=[CH:16][CH:15]=[CH:14][CH:13]=1, predict the reactants needed to synthesize it. (4) Given the product [CH:15]1([CH:13]([OH:14])[CH2:12][NH:11][CH2:4][C:3]2[C:2]([Cl:1])=[N:9][C:8]([Cl:10])=[CH:7][CH:6]=2)[CH2:17][CH2:16]1, predict the reactants needed to synthesize it. The reactants are: [Cl:1][C:2]1[N:9]=[C:8]([Cl:10])[CH:7]=[CH:6][C:3]=1[CH:4]=O.[NH2:11][CH2:12][CH:13]([CH:15]1[CH2:17][CH2:16]1)[OH:14].C(O[BH-](OC(=O)C)OC(=O)C)(=O)C.[Na+].C([O-])(O)=O.[Na+].